The task is: Predict the reaction yield, written as a fraction of the theoretical maximum amount of product (1.0 means a 100% yield; for example, 0.34 means a 34% yield).. This data is from Reaction yield outcomes from USPTO patents with 853,638 reactions. (1) The reactants are [Br:1][C:2]1[CH:7]=[CH:6][C:5]([NH:8][C:9]2[C:10]([CH:25]=[O:26])=[CH:11][C:12]3[N:16]([CH2:17][CH2:18][S:19]([CH3:22])(=[O:21])=[O:20])[CH:15]=[N:14][C:13]=3[C:23]=2[F:24])=[C:4]([Cl:27])[CH:3]=1.C([O-])([O-])=O.[K+].[K+].S([CH2:44][N+:45]#[C-:46])(C1C=CC(C)=CC=1)(=O)=O. The catalyst is CO. The product is [Br:1][C:2]1[CH:7]=[CH:6][C:5]([NH:8][C:9]2[C:10]([C:25]3[O:26][CH:46]=[N:45][CH:44]=3)=[CH:11][C:12]3[NH:16][CH:15]=[N:14][C:13]=3[C:23]=2[F:24])=[C:4]([Cl:27])[CH:3]=1.[Br:1][C:2]1[CH:7]=[CH:6][C:5]([NH:8][C:9]2[C:10]([C:25]3[O:26][CH:46]=[N:45][CH:44]=3)=[CH:11][C:12]3[N:16]([CH2:17][CH2:18][S:19]([CH3:22])(=[O:21])=[O:20])[CH:15]=[N:14][C:13]=3[C:23]=2[F:24])=[C:4]([Cl:27])[CH:3]=1. The yield is 0.180. (2) The reactants are [CH3:1][C:2]1[C:3]([CH2:8][N:9]([CH2:16][C:17]2[C:22]([CH3:23])=[CH:21][CH:20]=[CH:19][N:18]=2)[CH:10]2[CH2:15][CH2:14][NH:13][CH2:12][CH2:11]2)=[N:4][CH:5]=[CH:6][CH:7]=1.[C:24]([O:28][C:29]([NH:31][CH:32]([CH2:36][S:37][C:38]([O:40][C:41]([CH3:44])([CH3:43])[CH3:42])=[O:39])[C:33](O)=[O:34])=[O:30])([CH3:27])([CH3:26])[CH3:25].CCN(C(C)C)C(C)C.CCN=C=NCCCN(C)C.C1C=CC2N(O)N=NC=2C=1. The catalyst is CN(C=O)C. The product is [C:41]([O:40][C:38](=[O:39])[S:37][CH2:36][CH:32]([NH:31][C:29]([O:28][C:24]([CH3:27])([CH3:26])[CH3:25])=[O:30])[C:33]([N:13]1[CH2:14][CH2:15][CH:10]([N:9]([CH2:16][C:17]2[C:22]([CH3:23])=[CH:21][CH:20]=[CH:19][N:18]=2)[CH2:8][C:3]2[C:2]([CH3:1])=[CH:7][CH:6]=[CH:5][N:4]=2)[CH2:11][CH2:12]1)=[O:34])([CH3:44])([CH3:43])[CH3:42]. The yield is 0.670. (3) The reactants are [C:1]([O:4][C@H:5]([CH3:23])[CH2:6][CH2:7][CH2:8][CH2:9][N:10]1[C:19](=[O:20])[C:18]2[NH:17][C:16]([Br:21])=[N:15][C:14]=2[N:13]([CH3:22])[C:11]1=[O:12])(=[O:3])[CH3:2].C1(P(C2C=CC=CC=2)C2C=CC=CC=2)C=CC=CC=1.[C:43]([O:47][C:48]([NH:50][CH2:51][CH2:52]CO)=[O:49])([CH3:46])([CH3:45])[CH3:44].CCOC(/N=N/C(OCC)=O)=O. The catalyst is ClCCCl. The product is [C:1]([O:4][C@H:5]([CH3:23])[CH2:6][CH2:7][CH2:8][CH2:9][N:10]1[C:19](=[O:20])[C:18]2[N:17]([CH2:52][CH2:51][NH:50][C:48]([O:47][C:43]([CH3:46])([CH3:45])[CH3:44])=[O:49])[C:16]([Br:21])=[N:15][C:14]=2[N:13]([CH3:22])[C:11]1=[O:12])(=[O:3])[CH3:2]. The yield is 0.850. (4) The reactants are [Cl:1][C:2]1[C:10]2[N:9]=[C:8]3[N:11]([C:15]4[CH:20]=[CH:19][C:18]([Cl:21])=[CH:17][C:16]=4[Cl:22])[CH2:12][CH2:13][CH2:14][N:7]3[C:6]=2[C:5]([CH:23]([OH:26])[CH2:24][CH3:25])=[CH:4][CH:3]=1.[C:27](O[C:27](=[O:30])[CH2:28][CH3:29])(=[O:30])[CH2:28][CH3:29]. The catalyst is N1C=CC=CC=1. The product is [C:27]([O:26][CH:23]([C:5]1[C:6]2[N:7]3[CH2:14][CH2:13][CH2:12][N:11]([C:15]4[CH:20]=[CH:19][C:18]([Cl:21])=[CH:17][C:16]=4[Cl:22])[C:8]3=[N:9][C:10]=2[C:2]([Cl:1])=[CH:3][CH:4]=1)[CH2:24][CH3:25])(=[O:30])[CH2:28][CH3:29]. The yield is 0.820. (5) The reactants are [OH:1][C:2]1([C:18]2[CH:19]=[N:20][CH:21]=[CH:22][CH:23]=2)[CH2:7][CH2:6][N:5](C(OCC2C=CC=CC=2)=O)[CH2:4][CH2:3]1.[H][H]. The catalyst is C(O)C.[Pd]. The product is [N:20]1[CH:21]=[CH:22][CH:23]=[C:18]([C:2]2([OH:1])[CH2:3][CH2:4][NH:5][CH2:6][CH2:7]2)[CH:19]=1. The yield is 0.800. (6) The reactants are [C:1]([C@H:5]1[CH2:10][CH2:9][C@H:8]([O:11][C:12]2[C:13]([C:31]([F:34])([F:33])[F:32])=[C:14]3[C:19](=[CH:20][CH:21]=2)[CH:18]=[C:17]([CH2:22][N:23]2[CH2:26][CH:25]([C:27]([O:29]C)=[O:28])[CH2:24]2)[CH:16]=[CH:15]3)[CH2:7][CH2:6]1)([CH3:4])([CH3:3])[CH3:2].[OH-].[Na+].Cl. The catalyst is C(O)C. The product is [C:1]([C@H:5]1[CH2:6][CH2:7][C@H:8]([O:11][C:12]2[C:13]([C:31]([F:34])([F:32])[F:33])=[C:14]3[C:19](=[CH:20][CH:21]=2)[CH:18]=[C:17]([CH2:22][N:23]2[CH2:26][CH:25]([C:27]([OH:29])=[O:28])[CH2:24]2)[CH:16]=[CH:15]3)[CH2:9][CH2:10]1)([CH3:4])([CH3:2])[CH3:3]. The yield is 0.700. (7) The reactants are [NH2:1][C:2]1[CH:7]=[C:6]([O:8][C:9]2[CH:14]=[CH:13][C:12]([NH2:15])=[C:11]([Cl:16])[CH:10]=2)[CH:5]=[CH:4][N:3]=1.[CH2:17]([N:19]([CH2:22][CH3:23])[CH2:20]C)[CH3:18].ClC(OC1C=CC=CC=1)=[O:26].N1CCCC1. The catalyst is O1CCCC1.CCCCCC.C(OCC)(=O)C. The product is [NH2:15][C:12]1[CH:13]=[CH:14][C:9]([O:8][C:6]2[CH:5]=[CH:4][N:3]=[C:2]([NH:1][C:20]([N:19]3[CH2:22][CH2:23][CH2:18][CH2:17]3)=[O:26])[CH:7]=2)=[CH:10][C:11]=1[Cl:16]. The yield is 0.350. (8) The reactants are [Br:1][C:2]1[CH:7]=[CH:6][C:5]([C@@H:8]2[CH2:10][C@H:9]2[NH:11]C(=O)OC(C)(C)C)=[CH:4][CH:3]=1.Cl. The catalyst is O1CCOCC1. The product is [Br:1][C:2]1[CH:3]=[CH:4][C:5]([C@@H:8]2[CH2:10][C@H:9]2[NH2:11])=[CH:6][CH:7]=1. The yield is 0.915. (9) The reactants are [O:1]=[C:2]1[CH2:7][CH:6]([C:8]([O:10][CH3:11])=[O:9])[CH2:5][CH:4]([C:12]([O:14][CH3:15])=[O:13])[CH2:3]1.[CH2:16](O)[CH2:17][OH:18]. The catalyst is C1(C)C=CC=CC=1.C1(C)C=CC(S(O)(=O)=O)=CC=1. The product is [O:18]1[C:2]2([CH2:3][CH:4]([C:12]([O:14][CH3:15])=[O:13])[CH2:5][CH:6]([C:8]([O:10][CH3:11])=[O:9])[CH2:7]2)[O:1][CH2:16][CH2:17]1. The yield is 0.820. (10) The reactants are [Cl:1][C:2]1[C:7]([OH:8])=[C:6]([I:9])[CH:5]=[C:4]([CH2:10][OH:11])[N:3]=1.[H-].[Na+].Br[CH2:15][C:16]([CH3:18])=[CH2:17]. The catalyst is CN(C=O)C.CCOC(C)=O. The product is [Cl:1][C:2]1[N:3]=[C:4]([CH2:10][OH:11])[CH:5]=[C:6]([I:9])[C:7]=1[O:8][CH2:17][C:16]([CH3:18])=[CH2:15]. The yield is 0.860.